This data is from Catalyst prediction with 721,799 reactions and 888 catalyst types from USPTO. The task is: Predict which catalyst facilitates the given reaction. (1) Reactant: [CH2:1]([N:3]1[C:7]2[CH:8]=[CH:9][CH:10]=[C:11]([CH3:12])[C:6]=2[N:5]([CH2:13][O:14][CH2:15][CH2:16][Si:17]([CH3:20])([CH3:19])[CH3:18])[C:4]1=[O:21])[CH3:2].[Br:22]N1C(=O)CCC1=O.N(C(C)(C)C#N)=NC(C)(C)C#N.C(OOC(=O)C1C=CC=CC=1)(=O)C1C=CC=CC=1. Product: [Br:22][CH2:12][C:11]1[C:6]2[N:5]([CH2:13][O:14][CH2:15][CH2:16][Si:17]([CH3:19])([CH3:18])[CH3:20])[C:4](=[O:21])[N:3]([CH2:1][CH3:2])[C:7]=2[CH:8]=[CH:9][CH:10]=1. The catalyst class is: 53. (2) Reactant: [CH2:1]([O:3][C:4]([N:6]1[C:15]2[C:10](=[N:11][C:12]([O:16][CH3:17])=[CH:13][CH:14]=2)[C@@H:9]([NH2:18])[CH2:8][C@H:7]1[CH2:19][CH3:20])=[O:5])[CH3:2].C(N(CC)CC)C.[Cl:28][C:29]1[CH:34]=[C:33](Cl)[N:32]=[CH:31][N:30]=1. Product: [CH2:1]([O:3][C:4]([N:6]1[C:15]2[C:10](=[N:11][C:12]([O:16][CH3:17])=[CH:13][CH:14]=2)[C@@H:9]([NH:18][C:33]2[CH:34]=[C:29]([Cl:28])[N:30]=[CH:31][N:32]=2)[CH2:8][C@H:7]1[CH2:19][CH3:20])=[O:5])[CH3:2]. The catalyst class is: 12. (3) Reactant: [CH3:1][N:2]1[CH2:7][CH:6]=[C:5]([C:8]2[CH:9]=[N:10][C:11]([CH3:17])=[C:12]([N+:14]([O-])=O)[CH:13]=2)[C:4]([CH3:19])([CH3:18])[CH2:3]1. Product: [CH3:17][C:11]1[C:12]([NH2:14])=[CH:13][C:8]([CH:5]2[CH2:6][CH2:7][N:2]([CH3:1])[CH2:3][C:4]2([CH3:19])[CH3:18])=[CH:9][N:10]=1. The catalyst class is: 293. (4) Reactant: [NH2:1][C:2]1[N:3]=[CH:4][NH:5][C:6]=1[C:7]([NH2:9])=[O:8].[CH:10](=O)[CH2:11][CH2:12][CH2:13][CH3:14].C([BH3-])#N.[Na+]. Product: [CH2:10]([NH:1][C:2]1[N:3]=[CH:4][NH:5][C:6]=1[C:7]([NH2:9])=[O:8])[CH2:11][CH2:12][CH2:13][CH3:14]. The catalyst class is: 5. (5) Reactant: [C:1]([NH:18][C@H:19]1[CH2:23][CH2:22][C@@H:21]([C:24](O)=[O:25])[CH2:20]1)([O:3][CH2:4][CH:5]1[C:17]2[C:12](=[CH:13][CH:14]=[CH:15][CH:16]=2)[C:11]2[C:6]1=[CH:7][CH:8]=[CH:9][CH:10]=2)=[O:2].[O:27]1[C:31]2[CH:32]=[CH:33][CH:34]=[CH:35][C:30]=2[N:29]=[C:28]1[C:36]1[CH:41]=[CH:40][C:39]([NH:42][CH3:43])=[CH:38][CH:37]=1.N1C(C)=CC(C)=CC=1C. Product: [CH:16]1[C:17]2[CH:5]([CH2:4][O:3][C:1](=[O:2])[NH:18][CH:19]3[CH2:23][CH2:22][CH:21]([C:24](=[O:25])[N:42]([C:39]4[CH:40]=[CH:41][C:36]([C:28]5[O:27][C:31]6[CH:32]=[CH:33][CH:34]=[CH:35][C:30]=6[N:29]=5)=[CH:37][CH:38]=4)[CH3:43])[CH2:20]3)[C:6]3[C:11](=[CH:10][CH:9]=[CH:8][CH:7]=3)[C:12]=2[CH:13]=[CH:14][CH:15]=1. The catalyst class is: 2. (6) Reactant: C([O:3][C:4]([C:6]1[NH:7][C:8]2[C:13]([C:14]=1[CH2:15][N:16]1[CH2:21][CH2:20][CH:19]([C:22]3[C:27]([Cl:28])=[CH:26][CH:25]=[CH:24][C:23]=3[Cl:29])[CH2:18][CH2:17]1)=[CH:12][CH:11]=[CH:10][CH:9]=2)=O)C.CC(C[AlH]CC(C)C)C. The catalyst class is: 134. Product: [NH4+:7].[OH-:3].[ClH:28].[Cl:28][C:27]1[CH:26]=[CH:25][CH:24]=[C:23]([Cl:29])[C:22]=1[CH:19]1[CH2:20][CH2:21][N:16]([CH2:15][C:14]2[C:13]3[C:8](=[CH:9][CH:10]=[CH:11][CH:12]=3)[NH:7][C:6]=2[CH2:4][OH:3])[CH2:17][CH2:18]1. (7) Reactant: [Br:1][C:2]1[CH:7]=[CH:6][CH:5]=[CH:4][C:3]=1[CH2:8][OH:9].N1C=CN=C1.[Cl-].[C:16]([SiH:20]([CH3:22])[CH3:21])([CH3:19])([CH3:18])[CH3:17]. Product: [Br:1][C:2]1[CH:7]=[CH:6][CH:5]=[CH:4][C:3]=1[CH2:8][O:9][Si:20]([C:16]([CH3:19])([CH3:18])[CH3:17])([CH3:22])[CH3:21]. The catalyst class is: 7.